Dataset: NCI-60 drug combinations with 297,098 pairs across 59 cell lines. Task: Regression. Given two drug SMILES strings and cell line genomic features, predict the synergy score measuring deviation from expected non-interaction effect. (1) Drug 1: CC1=C(N=C(N=C1N)C(CC(=O)N)NCC(C(=O)N)N)C(=O)NC(C(C2=CN=CN2)OC3C(C(C(C(O3)CO)O)O)OC4C(C(C(C(O4)CO)O)OC(=O)N)O)C(=O)NC(C)C(C(C)C(=O)NC(C(C)O)C(=O)NCCC5=NC(=CS5)C6=NC(=CS6)C(=O)NCCC[S+](C)C)O. Drug 2: N.N.Cl[Pt+2]Cl. Cell line: NCI-H226. Synergy scores: CSS=29.9, Synergy_ZIP=-10.3, Synergy_Bliss=-5.22, Synergy_Loewe=0.560, Synergy_HSA=1.60. (2) Cell line: IGROV1. Drug 1: CCC1(CC2CC(C3=C(CCN(C2)C1)C4=CC=CC=C4N3)(C5=C(C=C6C(=C5)C78CCN9C7C(C=CC9)(C(C(C8N6C=O)(C(=O)OC)O)OC(=O)C)CC)OC)C(=O)OC)O.OS(=O)(=O)O. Synergy scores: CSS=16.2, Synergy_ZIP=-3.56, Synergy_Bliss=3.87, Synergy_Loewe=-9.19, Synergy_HSA=1.47. Drug 2: CC1=C2C(C(=O)C3(C(CC4C(C3C(C(C2(C)C)(CC1OC(=O)C(C(C5=CC=CC=C5)NC(=O)OC(C)(C)C)O)O)OC(=O)C6=CC=CC=C6)(CO4)OC(=O)C)O)C)O. (3) Drug 1: CC1=C(C(CCC1)(C)C)C=CC(=CC=CC(=CC(=O)O)C)C. Drug 2: C1C(C(OC1N2C=NC(=NC2=O)N)CO)O. Cell line: NCI/ADR-RES. Synergy scores: CSS=11.6, Synergy_ZIP=-1.50, Synergy_Bliss=7.18, Synergy_Loewe=-3.63, Synergy_HSA=2.96. (4) Drug 2: CC1CCC2CC(C(=CC=CC=CC(CC(C(=O)C(C(C(=CC(C(=O)CC(OC(=O)C3CCCCN3C(=O)C(=O)C1(O2)O)C(C)CC4CCC(C(C4)OC)O)C)C)O)OC)C)C)C)OC. Cell line: UO-31. Drug 1: CCCCC(=O)OCC(=O)C1(CC(C2=C(C1)C(=C3C(=C2O)C(=O)C4=C(C3=O)C=CC=C4OC)O)OC5CC(C(C(O5)C)O)NC(=O)C(F)(F)F)O. Synergy scores: CSS=53.6, Synergy_ZIP=14.1, Synergy_Bliss=17.0, Synergy_Loewe=10.0, Synergy_HSA=17.2. (5) Drug 1: CC1CC2CCC3C(=C)CC(O3)CCC45CC6C(O4)C7C(O6)C(O5)C8C(O7)CCC(O8)CC(=O)CC9C(CC(C1=C)O2)OC(C9OC)CC(CN)O.CS(=O)(=O)O. Drug 2: CC1C(C(CC(O1)OC2CC(CC3=C2C(=C4C(=C3O)C(=O)C5=C(C4=O)C(=CC=C5)OC)O)(C(=O)CO)O)N)O.Cl. Cell line: RPMI-8226. Synergy scores: CSS=46.5, Synergy_ZIP=-10.3, Synergy_Bliss=-13.2, Synergy_Loewe=-8.84, Synergy_HSA=-7.44.